This data is from Merck oncology drug combination screen with 23,052 pairs across 39 cell lines. The task is: Regression. Given two drug SMILES strings and cell line genomic features, predict the synergy score measuring deviation from expected non-interaction effect. (1) Drug 1: NC(=O)c1cccc2cn(-c3ccc(C4CCCNC4)cc3)nc12. Drug 2: CCC1(O)C(=O)OCc2c1cc1n(c2=O)Cc2cc3c(CN(C)C)c(O)ccc3nc2-1. Cell line: UWB1289. Synergy scores: synergy=2.00. (2) Drug 1: O=c1[nH]cc(F)c(=O)[nH]1. Drug 2: CCN(CC)CCNC(=O)c1c(C)[nH]c(C=C2C(=O)Nc3ccc(F)cc32)c1C. Cell line: LNCAP. Synergy scores: synergy=-6.20. (3) Cell line: T47D. Synergy scores: synergy=-25.1. Drug 1: O=P1(N(CCCl)CCCl)NCCCO1. Drug 2: COC1=C2CC(C)CC(OC)C(O)C(C)C=C(C)C(OC(N)=O)C(OC)C=CC=C(C)C(=O)NC(=CC1=O)C2=O. (4) Drug 1: O=c1[nH]cc(F)c(=O)[nH]1. Drug 2: CNC(=O)c1cc(Oc2ccc(NC(=O)Nc3ccc(Cl)c(C(F)(F)F)c3)cc2)ccn1. Cell line: RKO. Synergy scores: synergy=1.88. (5) Drug 1: CCC1(O)CC2CN(CCc3c([nH]c4ccccc34)C(C(=O)OC)(c3cc4c(cc3OC)N(C)C3C(O)(C(=O)OC)C(OC(C)=O)C5(CC)C=CCN6CCC43C65)C2)C1. Drug 2: NC(=O)c1cccc2cn(-c3ccc(C4CCCNC4)cc3)nc12. Cell line: SKMES1. Synergy scores: synergy=-7.51.